This data is from Full USPTO retrosynthesis dataset with 1.9M reactions from patents (1976-2016). The task is: Predict the reactants needed to synthesize the given product. (1) Given the product [CH3:16][C:15]([CH3:18])([CH3:17])[CH2:14][N:13]1[C:6]2[N:7]=[C:8]([C:11]#[N:12])[N:9]=[CH:10][C:5]=2[CH:4]=[C:3]1[CH2:2][N:19]1[CH:23]=[N:22][N:21]=[N:20]1, predict the reactants needed to synthesize it. The reactants are: Br[CH2:2][C:3]1[N:13]([CH2:14][C:15]([CH3:18])([CH3:17])[CH3:16])[C:6]2[N:7]=[C:8]([C:11]#[N:12])[N:9]=[CH:10][C:5]=2[CH:4]=1.[NH:19]1[CH:23]=[N:22][N:21]=[N:20]1.C([O-])([O-])=O.[K+].[K+]. (2) Given the product [F:1][C:2]1[CH:10]=[CH:9][C:8]([I:11])=[CH:7][C:3]=1[C:4]([O:6][CH2:17][CH3:18])=[O:5], predict the reactants needed to synthesize it. The reactants are: [F:1][C:2]1[CH:10]=[CH:9][C:8]([I:11])=[CH:7][C:3]=1[C:4]([OH:6])=[O:5].OS(O)(=O)=O.[CH3:17][CH2:18]O. (3) Given the product [CH3:1][O:2][C:3]1[CH:4]=[C:5]([CH:11]=[CH:12][C:13]=1[O:14][CH3:15])[CH:6]=[CH:7][CH2:8][OH:9], predict the reactants needed to synthesize it. The reactants are: [CH3:1][O:2][C:3]1[CH:4]=[C:5]([CH:11]=[CH:12][C:13]=1[O:14][CH3:15])[CH:6]=[CH:7][C:8](O)=[O:9].O=S(Cl)Cl.COC(=O)C=CC1C=CC(OC)=C(OC)C=1.[H-].C([Al+]CC(C)C)C(C)C. (4) Given the product [CH2:1]([O:3][C:4](=[O:35])[C@@H:5]([NH:7][P:8]([O:21][C:22]1[CH:27]=[CH:26][CH:25]=[CH:24][C:23]=1[CH2:28][CH2:29][C:30]([O:32][CH2:33][CH3:34])=[O:31])([O:10][C:11]1[CH:12]=[CH:13][C:14]([S:17][CH3:20])=[CH:15][CH:16]=1)=[O:9])[CH3:6])[CH3:2], predict the reactants needed to synthesize it. The reactants are: [CH2:1]([O:3][C:4](=[O:35])[C@@H:5]([NH:7][P:8]([O:21][C:22]1[CH:27]=[CH:26][CH:25]=[CH:24][C:23]=1[CH2:28][CH2:29][C:30]([O:32][CH2:33][CH3:34])=[O:31])([O:10][C:11]1[CH:16]=[CH:15][C:14]([S:17]([CH3:20])(=O)=O)=[CH:13][CH:12]=1)=[O:9])[CH3:6])[CH3:2].CSC1C=CC(O)=CC=1.CCN(C(C)C)C(C)C. (5) Given the product [CH3:23][Si:22]([CH3:25])([CH3:24])[CH2:21][CH2:20][O:19][CH2:18][N:17]1[C:13]([C:2]([C:3]2[CH:12]=[CH:11][C:6]3[NH:7][C:8](=[O:10])[S:9][C:5]=3[CH:4]=2)=[O:1])=[CH:14][CH:15]=[N:16]1, predict the reactants needed to synthesize it. The reactants are: [OH:1][CH:2]([C:13]1[N:17]([CH2:18][O:19][CH2:20][CH2:21][Si:22]([CH3:25])([CH3:24])[CH3:23])[N:16]=[CH:15][CH:14]=1)[C:3]1[CH:12]=[CH:11][C:6]2[NH:7][C:8](=[O:10])[S:9][C:5]=2[CH:4]=1. (6) Given the product [Cl:12][C:9]1[CH:10]=[CH:11][C:6]([C@@H:2]2[NH:1][C:15](=[O:14])[C@H:16]([CH2:18][CH:19]([CH3:21])[CH3:20])[NH:17][CH2:3]2)=[CH:7][CH:8]=1, predict the reactants needed to synthesize it. The reactants are: [NH2:1][CH:2]([C:6]1[CH:11]=[CH:10][C:9]([Cl:12])=[CH:8][CH:7]=1)[C:3](O)=O.C[O:14][C:15](=O)[C@H:16]([CH2:18][CH:19]([CH3:21])[CH3:20])[NH2:17].C([C@@H]1NC[C@H](CC(C)C)NC1=O)C(C)C.